From a dataset of Forward reaction prediction with 1.9M reactions from USPTO patents (1976-2016). Predict the product of the given reaction. (1) The product is: [C:1]([NH:22][CH2:23][CH2:24][O:25][P:26](=[O:28])=[O:27])(=[O:21])[CH2:2][CH2:3][CH2:4]/[CH:5]=[CH:6]\[CH2:7][CH:8]=[CH:9][CH2:10][CH:11]=[CH:12][CH2:13][CH:14]=[CH:15][CH2:16][CH:17]=[CH:18][CH2:19][CH3:20]. Given the reactants [C:1]([NH:22][CH2:23][CH2:24][O:25][P:26](=[O:28])=[O:27])(=[O:21])[CH2:2][CH2:3][CH2:4]/[CH:5]=[CH:6]\[CH2:7][CH:8]=[CH:9][CH2:10][CH:11]=[CH:12][CH2:13][CH:14]=[CH:15][CH2:16][CH2:17][CH2:18][CH2:19][CH3:20].C(O)(=O)CCC/C=C\CC=CCC=CCC=CCC=CCC, predict the reaction product. (2) Given the reactants CC(C[AlH]CC(C)C)C.C1COCC1.[NH4+].[Cl-].[CH3:17][C:18]([Si:21]([C:49]1[CH:54]=[CH:53][CH:52]=[CH:51][CH:50]=1)([C:43]1[CH:48]=[CH:47][CH:46]=[CH:45][CH:44]=1)[O:22][CH2:23][C@@H:24]([NH:32][C:33]([O:35][CH2:36][C:37]1[CH:42]=[CH:41][CH:40]=[CH:39][CH:38]=1)=[O:34])[CH2:25]/[CH:26]=[CH:27]\[C:28](OC)=[O:29])([CH3:20])[CH3:19], predict the reaction product. The product is: [CH3:20][C:18]([Si:21]([C:43]1[CH:48]=[CH:47][CH:46]=[CH:45][CH:44]=1)([C:49]1[CH:50]=[CH:51][CH:52]=[CH:53][CH:54]=1)[O:22][CH2:23][C@@H:24]([NH:32][C:33](=[O:34])[O:35][CH2:36][C:37]1[CH:38]=[CH:39][CH:40]=[CH:41][CH:42]=1)[CH2:25]/[CH:26]=[CH:27]\[CH2:28][OH:29])([CH3:17])[CH3:19]. (3) Given the reactants [F:1][C:2]([F:21])([F:20])[O:3][C:4]1[CH:5]=[CH:6][C:7]([OH:19])=[C:8]([NH:10][C:11](=O)[C:12]2[CH:17]=[CH:16][N:15]=[CH:14][CH:13]=2)[CH:9]=1.O1CCCC1.C1(P(C2C=CC=CC=2)C2C=CC=CC=2)C=CC=CC=1.N(C(OCC)=O)=NC(OCC)=O, predict the reaction product. The product is: [N:15]1[CH:16]=[CH:17][C:12]([C:11]2[O:19][C:7]3[CH:6]=[CH:5][C:4]([O:3][C:2]([F:21])([F:20])[F:1])=[CH:9][C:8]=3[N:10]=2)=[CH:13][CH:14]=1. (4) Given the reactants [F:1][C:2]1[CH:3]=[C:4]([C:11]2[CH:16]=[CH:15][C:14]([S:17]([CH3:20])(=[O:19])=[O:18])=[CH:13][CH:12]=2)[CH:5]=[CH:6][C:7]=1[C:8]([OH:10])=O.CCN=C=NCCCN(C)C.C1C=CC2N(O)N=NC=2C=1.[CH2:42]([C:44]1[CH:45]=[N:46][C:47]([O:50][CH:51]2[CH2:56][CH2:55][CH:54]([NH2:57])[CH2:53][CH2:52]2)=[N:48][CH:49]=1)[CH3:43], predict the reaction product. The product is: [CH2:42]([C:44]1[CH:45]=[N:46][C:47]([O:50][CH:51]2[CH2:56][CH2:55][CH:54]([NH:57][C:8]([C:7]3[CH:6]=[CH:5][C:4]([C:11]4[CH:16]=[CH:15][C:14]([S:17]([CH3:20])(=[O:19])=[O:18])=[CH:13][CH:12]=4)=[CH:3][C:2]=3[F:1])=[O:10])[CH2:53][CH2:52]2)=[N:48][CH:49]=1)[CH3:43]. (5) The product is: [NH:28]1[C:36]2[C:31](=[CH:32][CH:33]=[CH:34][CH:35]=2)[C:30](/[CH:37]=[C:8]2\[O:9][C:5]3[C:4](/[CH:13]=[CH:14]\[CH:15]4[CH2:20][CH2:19][N:18]([C:21]([O:23][C:24]([CH3:27])([CH3:26])[CH3:25])=[O:22])[CH2:17][CH2:16]4)=[C:3]([O:2][CH3:1])[CH:12]=[CH:11][C:6]=3[C:7]\2=[O:10])=[N:29]1. Given the reactants [CH3:1][O:2][C:3]1[CH:12]=[CH:11][C:6]2[C:7](=[O:10])[CH2:8][O:9][C:5]=2[C:4]=1/[CH:13]=[CH:14]\[CH:15]1[CH2:20][CH2:19][N:18]([C:21]([O:23][C:24]([CH3:27])([CH3:26])[CH3:25])=[O:22])[CH2:17][CH2:16]1.[NH:28]1[C:36]2[C:31](=[CH:32][CH:33]=[CH:34][CH:35]=2)[C:30]([CH:37]=O)=[N:29]1, predict the reaction product.